From a dataset of Reaction yield outcomes from USPTO patents with 853,638 reactions. Predict the reaction yield, written as a fraction of the theoretical maximum amount of product (1.0 means a 100% yield; for example, 0.34 means a 34% yield). (1) The reactants are C[O:2][C:3](=O)[CH:4]([CH:28]1[CH2:30][CH2:29]1)[O:5][C:6]1[CH:27]=[CH:26][C:9]2[C:10]3[N:14]([CH2:15][CH2:16][O:17][C:8]=2[CH:7]=1)[CH:13]=[C:12]([C:18]1[N:19]([CH:23]([CH3:25])[CH3:24])[N:20]=[CH:21][N:22]=1)[N:11]=3.[NH3:32]. The product is [CH:28]1([CH:4]([O:5][C:6]2[CH:27]=[CH:26][C:9]3[C:10]4[N:14]([CH:13]=[C:12]([C:18]5[N:19]([CH:23]([CH3:25])[CH3:24])[N:20]=[CH:21][N:22]=5)[N:11]=4)[CH2:15][CH2:16][O:17][C:8]=3[CH:7]=2)[C:3]([NH2:32])=[O:2])[CH2:29][CH2:30]1. The catalyst is CO. The yield is 0.500. (2) The reactants are [CH3:1][O:2][C:3]1[CH:55]=[CH:54][C:6]([C:7]([NH:20][C:21]2[N:29]=[CH:28][N:27]=[C:26]3[C:22]=2[N:23]=[CH:24][N:25]3[C@H:30]2[O:43][C@@H:42]([CH2:44][O:45]C(=O)C3C=CC=CC=3)[C@@H:32]([O:33]C(=O)C3C=CC=CC=3)[CH2:31]2)([C:14]2[CH:19]=[CH:18][CH:17]=[CH:16][CH:15]=2)[C:8]2[CH:13]=[CH:12][CH:11]=[CH:10][CH:9]=2)=[CH:5][CH:4]=1. The catalyst is N. The product is [CH3:1][O:2][C:3]1[CH:4]=[CH:5][C:6]([C:7]([NH:20][C:21]2[N:29]=[CH:28][N:27]=[C:26]3[C:22]=2[N:23]=[CH:24][N:25]3[C@H:30]2[O:43][C@@H:42]([CH2:44][OH:45])[C@@H:32]([OH:33])[CH2:31]2)([C:14]2[CH:15]=[CH:16][CH:17]=[CH:18][CH:19]=2)[C:8]2[CH:9]=[CH:10][CH:11]=[CH:12][CH:13]=2)=[CH:54][CH:55]=1. The yield is 0.980. (3) The reactants are CC1C=CC(S(O[CH2:12][C@@H:13]2[CH2:17][O:16][C:15]([CH3:19])([CH3:18])[O:14]2)(=O)=O)=CC=1.[C:20]([C:24]1[NH:25][C:26]2[C:31]([CH:32]=1)=[CH:30][C:29]([N+:33]([O-:35])=[O:34])=[CH:28][CH:27]=2)([CH3:23])([CH3:22])[CH3:21].C([O-])([O-])=O.[Cs+].[Cs+]. The catalyst is CN(C=O)C. The product is [C:20]([C:24]1[N:25]([CH2:12][C@@H:13]2[CH2:17][O:16][C:15]([CH3:18])([CH3:19])[O:14]2)[C:26]2[C:31]([CH:32]=1)=[CH:30][C:29]([N+:33]([O-:35])=[O:34])=[CH:28][CH:27]=2)([CH3:23])([CH3:21])[CH3:22]. The yield is 0.660.